Dataset: Catalyst prediction with 721,799 reactions and 888 catalyst types from USPTO. Task: Predict which catalyst facilitates the given reaction. (1) Reactant: C(OC([N:8]1[CH2:13][CH2:12][CH:11]([CH2:14][CH2:15][C:16]([N:18]2[CH2:23][CH2:22][CH2:21][C@@H:20]([C:24]([NH:26][CH:27]([C:32]3[CH:33]=[N:34][CH:35]=[C:36]([C:38]4[CH:43]=[CH:42][C:41]([C:44]#[N:45])=[C:40]([F:46])[CH:39]=4)[CH:37]=3)[CH2:28][C:29]([OH:31])=[O:30])=[O:25])[CH2:19]2)=[O:17])[CH2:10][CH2:9]1)=O)(C)(C)C.Cl. Product: [C:44]([C:41]1[CH:42]=[CH:43][C:38]([C:36]2[CH:37]=[C:32]([C@@H:27]([NH:26][C:24]([C@@H:20]3[CH2:21][CH2:22][CH2:23][N:18]([C:16](=[O:17])[CH2:15][CH2:14][CH:11]4[CH2:12][CH2:13][NH:8][CH2:9][CH2:10]4)[CH2:19]3)=[O:25])[CH2:28][C:29]([OH:31])=[O:30])[CH:33]=[N:34][CH:35]=2)=[CH:39][C:40]=1[F:46])#[N:45]. The catalyst class is: 12. (2) Reactant: [C:1]([C:3]1[CH:4]=[CH:5][C:6]([C:9]([OH:11])=[O:10])=[N:7][CH:8]=1)#[N:2].[NH2:12][OH:13]. Product: [OH:13][N:12]=[C:1]([C:3]1[CH:4]=[CH:5][C:6]([C:9]([OH:11])=[O:10])=[N:7][CH:8]=1)[NH2:2]. The catalyst class is: 8. (3) Reactant: Cl.Cl.[NH2:3][C:4]1[CH:9]=[CH:8][C:7]([CH2:10][C@H:11]([NH:14][CH2:15][C@@H:16]([C:18]2[CH:23]=[CH:22][CH:21]=[C:20]([Cl:24])[CH:19]=2)[OH:17])[CH2:12][OH:13])=[CH:6][CH:5]=1.C(Cl)(Cl)Cl.C(=O)(O)[O-].[Na+]. Product: [NH2:3][C:4]1[CH:5]=[CH:6][C:7]([CH2:10][C@H:11]([NH:14][CH2:15][C@@H:16]([C:18]2[CH:23]=[CH:22][CH:21]=[C:20]([Cl:24])[CH:19]=2)[OH:17])[CH2:12][OH:13])=[CH:8][CH:9]=1. The catalyst class is: 5. (4) Reactant: C([O:3][C:4]([C:6]1[C:15](=[O:16])[C:14]2[C:9](=[CH:10][CH:11]=[CH:12][CH:13]=2)[N:8]([CH2:17][C:18]2[CH:23]=[CH:22][CH:21]=[C:20]([Br:24])[N:19]=2)[CH:7]=1)=[O:5])C.[OH-].[Li+].CO.Cl. Product: [Br:24][C:20]1[N:19]=[C:18]([CH2:17][N:8]2[C:9]3[C:14](=[CH:13][CH:12]=[CH:11][CH:10]=3)[C:15](=[O:16])[C:6]([C:4]([OH:5])=[O:3])=[CH:7]2)[CH:23]=[CH:22][CH:21]=1. The catalyst class is: 24.